From a dataset of Full USPTO retrosynthesis dataset with 1.9M reactions from patents (1976-2016). Predict the reactants needed to synthesize the given product. (1) Given the product [CH3:56][O:57][CH2:24][CH:23]([OH:25])[CH2:22][O:21][C:18]1[CH:19]=[CH:20][C:15]([C:12]([C:9]2[CH:10]=[CH:11][C:6]([O:5][CH2:1][CH:2]3[CH2:3][O:4]3)=[CH:7][CH:8]=2)([CH3:14])[CH3:13])=[CH:16][CH:17]=1, predict the reactants needed to synthesize it. The reactants are: [CH2:1]([O:5][C:6]1[CH:11]=[CH:10][C:9]([C:12]([C:15]2[CH:20]=[CH:19][C:18]([O:21][CH2:22][CH:23]3[O:25][CH2:24]3)=[CH:17][CH:16]=2)([CH3:14])[CH3:13])=[CH:8][CH:7]=1)[CH:2]1[O:4][CH2:3]1.FC(F)(F)S([O-])(=O)=O.[Er+3].FC(F)(F)S([O-])(=O)=O.FC(F)(F)S([O-])(=O)=O.C(=O)(O)[O-].[Na+].[CH3:56][OH:57]. (2) Given the product [F:1][C:2]1[CH:9]=[C:8]([F:10])[CH:7]=[C:6]([C:20]#[C:17][CH3:18])[C:3]=1[CH:4]=[O:5], predict the reactants needed to synthesize it. The reactants are: [F:1][C:2]1[CH:9]=[C:8]([F:10])[CH:7]=[C:6](O)[C:3]=1[CH:4]=[O:5].C(N([CH2:17][CH3:18])CC)C.F[C:20](F)(F)S(OS(C(F)(F)F)(=O)=O)(=O)=O.